From a dataset of Reaction yield outcomes from USPTO patents with 853,638 reactions. Predict the reaction yield, written as a fraction of the theoretical maximum amount of product (1.0 means a 100% yield; for example, 0.34 means a 34% yield). (1) The reactants are [F:1][C:2]1[CH:3]=[C:4]([C:10]2[C:15]([C:16]3[CH:21]=[CH:20][C:19]([O:22][CH3:23])=[CH:18][CH:17]=3)=[N:14][NH:13][C:12](=[O:24])[CH:11]=2)[CH:5]=[CH:6][C:7]=1[O:8][CH3:9].[CH2:25](I)[CH:26]([CH3:28])[CH3:27]. No catalyst specified. The product is [F:1][C:2]1[CH:3]=[C:4]([C:10]2[C:15]([C:16]3[CH:17]=[CH:18][C:19]([O:22][CH3:23])=[CH:20][CH:21]=3)=[N:14][N:13]([CH2:25][CH:26]([CH3:28])[CH3:27])[C:12](=[O:24])[CH:11]=2)[CH:5]=[CH:6][C:7]=1[O:8][CH3:9]. The yield is 0.751. (2) The reactants are [C:1]([C:3]1[CH:8]=[CH:7][C:6]([OH:9])=[CH:5][CH:4]=1)#[N:2].C(N(CC)CC)C.[CH2:17](Br)[CH:18]([CH3:20])[CH3:19]. The catalyst is CN(C=O)C.O. The product is [CH2:17]([O:9][C:6]1[CH:7]=[CH:8][C:3]([C:1]#[N:2])=[CH:4][CH:5]=1)[CH:18]([CH3:20])[CH3:19]. The yield is 0.850. (3) The reactants are [CH2:1]([C:5]1[CH:10]=[CH:9][C:8]([CH:11]([CH3:15])[C:12]([NH2:14])=O)=[CH:7][CH:6]=1)[CH:2]([CH3:4])[CH3:3].C(Cl)(Cl)=O.C1(C)C=CC=CC=1. The catalyst is C1(C)C=CC=CC=1.ClC(Cl)Cl. The product is [CH2:1]([C:5]1[CH:6]=[CH:7][C:8]([CH:11]([CH3:15])[C:12]#[N:14])=[CH:9][CH:10]=1)[CH:2]([CH3:4])[CH3:3]. The yield is 0.800. (4) The reactants are [CH3:1][O:2][C:3]([C:5]1[CH:13]=[C:12]2[C:8]([C:9]([C:14](=O)[CH3:15])=[CH:10][NH:11]2)=[CH:7][CH:6]=1)=[O:4].B.C1COCC1. The catalyst is C1COCC1. The product is [CH3:1][O:2][C:3]([C:5]1[CH:13]=[C:12]2[C:8]([C:9]([CH2:14][CH3:15])=[CH:10][NH:11]2)=[CH:7][CH:6]=1)=[O:4]. The yield is 0.740. (5) The reactants are [Cl:1][C:2]1[C:3]([F:22])=[C:4]([NH:8][C:9]2[C:18]3[C:13](=[CH:14][C:15]([OH:21])=[C:16]([O:19][CH3:20])[CH:17]=3)[N:12]=[CH:11][N:10]=2)[CH:5]=[CH:6][CH:7]=1.[F-].[Cs+].CS(O[CH:30]1[CH2:35][CH2:34][N:33]([C:36]([O:38][C:39]([CH3:42])([CH3:41])[CH3:40])=[O:37])[CH2:32][CH2:31]1)(=O)=O. The catalyst is CC(N(C)C)=O. The product is [Cl:1][C:2]1[C:3]([F:22])=[C:4]([NH:8][C:9]2[C:18]3[C:13](=[CH:14][C:15]([O:21][CH:30]4[CH2:35][CH2:34][N:33]([C:36]([O:38][C:39]([CH3:42])([CH3:41])[CH3:40])=[O:37])[CH2:32][CH2:31]4)=[C:16]([O:19][CH3:20])[CH:17]=3)[N:12]=[CH:11][N:10]=2)[CH:5]=[CH:6][CH:7]=1. The yield is 0.960.